Dataset: Retrosynthesis with 50K atom-mapped reactions and 10 reaction types from USPTO. Task: Predict the reactants needed to synthesize the given product. (1) Given the product CN(Cc1c2n(c3ccccc13)CCC2)C(=O)/C=C/c1cnc2c(c1)CCC(=O)N2, predict the reactants needed to synthesize it. The reactants are: CNCc1c2n(c3ccccc13)CCC2.O=C(O)/C=C/c1cnc2c(c1)CCC(=O)N2. (2) Given the product CCCCCNC(=O)[C@@H](N)Cc1cccc(N2CC(=O)N(Cc3ccc(OC)cc3)S2(=O)=O)c1, predict the reactants needed to synthesize it. The reactants are: CCCCCNC(=O)[C@H](Cc1cccc(N2CC(=O)N(Cc3ccc(OC)cc3)S2(=O)=O)c1)NC(=O)OC(C)(C)C. (3) Given the product COC(=O)c1sc(-c2ccccc2)cc1NC1CC1, predict the reactants needed to synthesize it. The reactants are: COC(=O)c1sc(-c2ccccc2)cc1Br.NC1CC1. (4) Given the product Nc1n[nH]cc1[C@H]1CCCC[C@@H]1Oc1cc(F)c(S(=O)(=O)Nc2cscn2)c(F)c1, predict the reactants needed to synthesize it. The reactants are: O=[N+]([O-])c1n[nH]cc1[C@H]1CCCC[C@@H]1Oc1cc(F)c(S(=O)(=O)Nc2cscn2)c(F)c1. (5) The reactants are: C[Si](C)(C)CCOCn1cc(C=O)c2nc(Br)cnc21.Cc1nn(C)cc1B1OC(C)(C)C(C)(C)O1. Given the product Cc1nn(C)cc1-c1cnc2c(n1)c(C=O)cn2COCC[Si](C)(C)C, predict the reactants needed to synthesize it. (6) Given the product CC(CO)(CO)NS(=O)(=O)c1cc(NC(=O)c2cnn3c(C(F)(F)F)cc(-c4ccc(C(F)(F)F)cc4)nc23)c(Cl)s1, predict the reactants needed to synthesize it. The reactants are: CC(CO)(CO)NS(=O)(=O)c1cc(N)c(Cl)s1.O=C(O)c1cnn2c(C(F)(F)F)cc(-c3ccc(C(F)(F)F)cc3)nc12.